Task: Regression. Given two drug SMILES strings and cell line genomic features, predict the synergy score measuring deviation from expected non-interaction effect.. Dataset: NCI-60 drug combinations with 297,098 pairs across 59 cell lines (1) Drug 1: CS(=O)(=O)C1=CC(=C(C=C1)C(=O)NC2=CC(=C(C=C2)Cl)C3=CC=CC=N3)Cl. Drug 2: C1=CC(=CC=C1CC(C(=O)O)N)N(CCCl)CCCl.Cl. Cell line: CCRF-CEM. Synergy scores: CSS=48.6, Synergy_ZIP=-0.236, Synergy_Bliss=-0.266, Synergy_Loewe=-21.9, Synergy_HSA=-1.60. (2) Drug 1: CC1=C(C=C(C=C1)C(=O)NC2=CC(=CC(=C2)C(F)(F)F)N3C=C(N=C3)C)NC4=NC=CC(=N4)C5=CN=CC=C5. Drug 2: CCN(CC)CCNC(=O)C1=C(NC(=C1C)C=C2C3=C(C=CC(=C3)F)NC2=O)C. Cell line: MOLT-4. Synergy scores: CSS=2.62, Synergy_ZIP=-0.976, Synergy_Bliss=-3.34, Synergy_Loewe=-7.88, Synergy_HSA=-5.09. (3) Drug 1: CC1=C(C=C(C=C1)NC(=O)C2=CC=C(C=C2)CN3CCN(CC3)C)NC4=NC=CC(=N4)C5=CN=CC=C5. Drug 2: CC1C(C(CC(O1)OC2CC(OC(C2O)C)OC3=CC4=CC5=C(C(=O)C(C(C5)C(C(=O)C(C(C)O)O)OC)OC6CC(C(C(O6)C)O)OC7CC(C(C(O7)C)O)OC8CC(C(C(O8)C)O)(C)O)C(=C4C(=C3C)O)O)O)O. Cell line: IGROV1. Synergy scores: CSS=44.0, Synergy_ZIP=0.160, Synergy_Bliss=0.165, Synergy_Loewe=-17.7, Synergy_HSA=-0.732. (4) Drug 1: CC12CCC3C(C1CCC2O)C(CC4=C3C=CC(=C4)O)CCCCCCCCCS(=O)CCCC(C(F)(F)F)(F)F. Drug 2: CC1CCCC2(C(O2)CC(NC(=O)CC(C(C(=O)C(C1O)C)(C)C)O)C(=CC3=CSC(=N3)C)C)C. Cell line: DU-145. Synergy scores: CSS=46.7, Synergy_ZIP=4.55, Synergy_Bliss=2.90, Synergy_Loewe=-33.1, Synergy_HSA=1.66. (5) Drug 2: COC1=NC(=NC2=C1N=CN2C3C(C(C(O3)CO)O)O)N. Drug 1: CC12CCC3C(C1CCC2=O)CC(=C)C4=CC(=O)C=CC34C. Cell line: MCF7. Synergy scores: CSS=24.4, Synergy_ZIP=2.11, Synergy_Bliss=3.20, Synergy_Loewe=-8.18, Synergy_HSA=0.220. (6) Drug 1: CC(C)CN1C=NC2=C1C3=CC=CC=C3N=C2N. Drug 2: N.N.Cl[Pt+2]Cl. Cell line: MDA-MB-231. Synergy scores: CSS=13.8, Synergy_ZIP=-5.50, Synergy_Bliss=0.936, Synergy_Loewe=0.0315, Synergy_HSA=0.839.